From a dataset of Forward reaction prediction with 1.9M reactions from USPTO patents (1976-2016). Predict the product of the given reaction. (1) Given the reactants [C:1]([OH:10])(=[O:9])[C:2]1[C:3](=[CH:5][CH:6]=[CH:7][CH:8]=1)[NH2:4].[CH3:11][O:12][C:13]1[CH:18]=[C:17]([CH:19]=O)[CH:16]=[CH:15][N:14]=1.C1(C)C=CC(S(O)(=O)=O)=CC=1.[BH4-].[Na+], predict the reaction product. The product is: [CH3:11][O:12][C:13]1[CH:18]=[C:17]([CH2:19][NH:4][C:3]2[CH:5]=[CH:6][CH:7]=[CH:8][C:2]=2[C:1]([OH:10])=[O:9])[CH:16]=[CH:15][N:14]=1. (2) Given the reactants Cl[C:2]1[N:7]=[C:6]([N:8]2[C@@H:12]([CH:13]([CH3:15])[CH3:14])[CH2:11][O:10][C:9]2=[O:16])[CH:5]=[CH:4][N:3]=1.[N:17]1([C:23]2[CH:28]=[CH:27][C:26]([CH:29]([NH2:31])[CH3:30])=[CH:25][CH:24]=2)[CH2:22][CH2:21][CH2:20][CH2:19][CH2:18]1, predict the reaction product. The product is: [CH:13]([C@H:12]1[CH2:11][O:10][C:9](=[O:16])[N:8]1[C:6]1[CH:5]=[CH:4][N:3]=[C:2]([NH:31][CH:29]([C:26]2[CH:27]=[CH:28][C:23]([N:17]3[CH2:22][CH2:21][CH2:20][CH2:19][CH2:18]3)=[CH:24][CH:25]=2)[CH3:30])[N:7]=1)([CH3:15])[CH3:14]. (3) Given the reactants [CH3:1][C:2]1[N:7]=[C:6]([C:8]([OH:10])=O)[CH:5]=[CH:4][CH:3]=1.ClC(N(C)C)=C(C)C.[NH2:19][C:20]1[CH:28]=[C:27]([C:29]2[CH:30]=[C:31]([NH:36][S:37]([CH3:40])(=[O:39])=[O:38])[C:32]([Cl:35])=[N:33][CH:34]=2)[CH:26]=[C:25]2[C:21]=1[CH:22]=[N:23][N:24]2S(C1C=CC=CC=1)(=O)=O, predict the reaction product. The product is: [Cl:35][C:32]1[N:33]=[CH:34][C:29]([C:27]2[CH:26]=[C:25]3[C:21]([CH:22]=[N:23][NH:24]3)=[C:20]([NH:19][C:8]([C:6]3[CH:5]=[CH:4][CH:3]=[C:2]([CH3:1])[N:7]=3)=[O:10])[CH:28]=2)=[CH:30][C:31]=1[NH:36][S:37]([CH3:40])(=[O:39])=[O:38]. (4) The product is: [CH:56]1([N:52]2[CH2:51][CH2:50][C:40]3[N:41]([S:45]([CH2:48][CH3:49])(=[O:46])=[O:47])[C:42]4[CH:43]=[CH:44][C:36]([C:34]([N:31]5[CH2:30][CH2:29][CH:28]([CH2:27][OH:26])[CH2:33][CH2:32]5)=[O:35])=[CH:37][C:38]=4[C:39]=3[CH2:53]2)[CH2:59][CH2:58][CH2:57]1. Given the reactants C(O[BH-](OC(=O)C)OC(=O)C)(=O)C.[Na+].OC(C(F)(F)F)=O.FC(F)(F)C([O:26][CH2:27][CH:28]1[CH2:33][CH2:32][N:31]([C:34]([C:36]2[CH:44]=[CH:43][C:42]3[N:41]([S:45]([CH2:48][CH3:49])(=[O:47])=[O:46])[C:40]4[CH2:50][CH2:51][NH:52][CH2:53][C:39]=4[C:38]=3[CH:37]=2)=[O:35])[CH2:30][CH2:29]1)=O.[C:56]1(=O)[CH2:59][CH2:58][CH2:57]1, predict the reaction product. (5) Given the reactants [F:1][C:2]1[CH:3]=[CH:4][C:5]2[N:6]([C:8]([N:11]3[CH2:16][CH2:15][CH:14]([OH:17])[CH2:13][CH2:12]3)=[N:9][N:10]=2)[CH:7]=1.[H-].[Na+].[CH2:20](Br)[CH:21]=[CH2:22].O, predict the reaction product. The product is: [CH2:22]([O:17][CH:14]1[CH2:15][CH2:16][N:11]([C:8]2[N:6]3[CH:7]=[C:2]([F:1])[CH:3]=[CH:4][C:5]3=[N:10][N:9]=2)[CH2:12][CH2:13]1)[CH:21]=[CH2:20]. (6) The product is: [F:1][C:2]1[CH:7]=[N:6][C:5]2[NH:8][CH:9]=[CH:10][C:4]=2[C:3]=1[CH:11]=[O:12]. Given the reactants [F:1][C:2]1[C:3]([CH2:11][OH:12])=[C:4]2[CH:10]=[CH:9][NH:8][C:5]2=[N:6][CH:7]=1, predict the reaction product. (7) Given the reactants CC1C=CC(S(O[CH2:12][C@@H:13]2[O:18][C:17]3[CH:19]=[C:20]([S:24]([CH3:27])(=[O:26])=[O:25])[CH:21]=[C:22]([F:23])[C:16]=3[O:15][CH2:14]2)(=O)=O)=CC=1.[NH:28]1[CH2:33][CH2:32][O:31][CH2:30][CH2:29]1, predict the reaction product. The product is: [F:23][C:22]1[C:16]2[O:15][CH2:14][C@H:13]([CH2:12][N:28]3[CH2:33][CH2:32][O:31][CH2:30][CH2:29]3)[O:18][C:17]=2[CH:19]=[C:20]([S:24]([CH3:27])(=[O:25])=[O:26])[CH:21]=1. (8) Given the reactants [CH:1]1([S:4]([NH:7][C:8]([C@@:10]23[CH2:25][C@H:24]2[CH:23]=[CH:22][CH:21]([CH3:26])[CH2:20][CH2:19][CH2:18][C@@H:17]([CH3:27])[C@H:16]([NH:28][C:29](=[O:35])[O:30][C:31]([CH3:34])([CH3:33])[CH3:32])[C:15](=[O:36])[N:14]2[CH2:37][C@H:38]([OH:40])[CH2:39][C@H:13]2[C:12](=[O:41])[NH:11]3)=[O:9])(=[O:6])=[O:5])[CH2:3][CH2:2]1.Cl[C:43]1[C:52]2[C:47](=[C:48]([Cl:53])[CH:49]=[CH:50][CH:51]=2)[C:46]([O:54][CH3:55])=[CH:45][N:44]=1.CC([O-])(C)C.[K+], predict the reaction product. The product is: [Cl:53][C:48]1[CH:49]=[CH:50][CH:51]=[C:52]2[C:47]=1[C:46]([O:54][CH3:55])=[CH:45][N:44]=[C:43]2[O:40][C@H:38]1[CH2:37][N:14]2[C:15](=[O:36])[C@@H:16]([NH:28][C:29](=[O:35])[O:30][C:31]([CH3:33])([CH3:34])[CH3:32])[C@H:17]([CH3:27])[CH2:18][CH2:19][CH2:20][CH:21]([CH3:26])[CH:22]=[CH:23][C@@H:24]3[CH2:25][C@@:10]3([C:8](=[O:9])[NH:7][S:4]([CH:1]3[CH2:3][CH2:2]3)(=[O:6])=[O:5])[NH:11][C:12](=[O:41])[C@@H:13]2[CH2:39]1. (9) Given the reactants Cl.[S:2]([N:12]1[C:16]2[N:17]=[CH:18][C:19]3[N:20]([C:21]([C@@H:24]4[CH2:28][CH2:27][C@H:26]([NH2:29])[CH2:25]4)=[N:22][N:23]=3)[C:15]=2[CH:14]=[CH:13]1)([C:5]1[CH:11]=[CH:10][C:8]([CH3:9])=[CH:7][CH:6]=1)(=[O:4])=[O:3].C(O)CC.Cl[C:35]1[N:36]=[CH:37][C:38]([C:41]#[N:42])=[N:39][CH:40]=1.CCN(C(C)C)C(C)C, predict the reaction product. The product is: [S:2]([N:12]1[C:16]2[N:17]=[CH:18][C:19]3[N:20]([C:21]([C@@H:24]4[CH2:28][CH2:27][C@H:26]([NH:29][C:35]5[N:36]=[CH:37][C:38]([C:41]#[N:42])=[N:39][CH:40]=5)[CH2:25]4)=[N:22][N:23]=3)[C:15]=2[CH:14]=[CH:13]1)([C:5]1[CH:11]=[CH:10][C:8]([CH3:9])=[CH:7][CH:6]=1)(=[O:4])=[O:3]. (10) Given the reactants [NH2:1][CH2:2][CH2:3][CH2:4][NH:5][C:6]1[C:11]([Br:12])=[CH:10][N:9]=[C:8]([NH:13][C:14]2[CH:15]=[C:16]([NH:20][C:21]([N:23]3[CH2:27][CH2:26][CH2:25][CH2:24]3)=[O:22])[CH:17]=[CH:18][CH:19]=2)[N:7]=1.[S:28]1[CH:32]=[CH:31][CH:30]=[C:29]1C=O.[CH2:35](N(CC)CC)C.C(O[BH-](OC(=O)C)OC(=O)C)(=O)C.[Na+], predict the reaction product. The product is: [Br:12][C:11]1[C:6]([NH:5][CH2:4][CH2:3][CH2:2][NH:1][CH2:35][C:30]2[CH:31]=[CH:32][S:28][CH:29]=2)=[N:7][C:8]([NH:13][C:14]2[CH:15]=[C:16]([NH:20][C:21]([N:23]3[CH2:27][CH2:26][CH2:25][CH2:24]3)=[O:22])[CH:17]=[CH:18][CH:19]=2)=[N:9][CH:10]=1.